From a dataset of Reaction yield outcomes from USPTO patents with 853,638 reactions. Predict the reaction yield, written as a fraction of the theoretical maximum amount of product (1.0 means a 100% yield; for example, 0.34 means a 34% yield). (1) The reactants are [CH2:1]([C:13]1[CH:17]=[CH:16][S:15][C:14]=1/[CH:18]=[CH:19]/[C:20]1[S:21][CH:22]=[CH:23][C:24]=1[CH2:25][CH2:26][CH2:27][CH2:28][CH2:29][CH2:30][CH2:31][CH2:32][CH2:33][CH2:34][CH2:35][CH3:36])[CH2:2][CH2:3][CH2:4][CH2:5][CH2:6][CH2:7][CH2:8][CH2:9][CH2:10][CH2:11][CH3:12].C([Li])CCC.[CH3:42][Sn:43](Cl)([CH3:45])[CH3:44].[NH4+].[Cl-]. The catalyst is C1COCC1. The product is [CH2:25]([C:24]1[CH:23]=[C:22]([Sn:43]([CH3:45])([CH3:44])[CH3:42])[S:21][C:20]=1/[CH:19]=[CH:18]/[C:14]1[S:15][C:16]([Sn:43]([CH3:45])([CH3:44])[CH3:42])=[CH:17][C:13]=1[CH2:1][CH2:2][CH2:3][CH2:4][CH2:5][CH2:6][CH2:7][CH2:8][CH2:9][CH2:10][CH2:11][CH3:12])[CH2:26][CH2:27][CH2:28][CH2:29][CH2:30][CH2:31][CH2:32][CH2:33][CH2:34][CH2:35][CH3:36]. The yield is 0.730. (2) The reactants are C([O:3][C:4](=[O:23])[CH:5]([C:12]1[CH:17]=[CH:16][C:15]([S:18]([CH2:21][CH3:22])(=[O:20])=[O:19])=[CH:14][CH:13]=1)[CH2:6][CH:7]1[CH2:11][CH2:10][CH2:9][CH2:8]1)C.[OH-].[Li+]. The catalyst is O1CCCC1. The product is [CH:7]1([CH2:6][CH:5]([C:12]2[CH:17]=[CH:16][C:15]([S:18]([CH2:21][CH3:22])(=[O:20])=[O:19])=[CH:14][CH:13]=2)[C:4]([OH:23])=[O:3])[CH2:11][CH2:10][CH2:9][CH2:8]1. The yield is 0.960. (3) The reactants are [CH2:1]([N:3]1[C:12](=[O:13])[C:11]2[C:6](=[CH:7][CH:8]=[C:9]([N+:14]([O-:16])=[O:15])[CH:10]=2)[NH:5][C:4]1=[O:17])[CH3:2].[H-].[Na+].Br[CH2:21][CH2:22][O:23][CH3:24]. The catalyst is CN(C=O)C. The product is [CH2:1]([N:3]1[C:12](=[O:13])[C:11]2[C:6](=[CH:7][CH:8]=[C:9]([N+:14]([O-:16])=[O:15])[CH:10]=2)[N:5]([CH2:21][CH2:22][O:23][CH3:24])[C:4]1=[O:17])[CH3:2]. The yield is 0.701.